This data is from Forward reaction prediction with 1.9M reactions from USPTO patents (1976-2016). The task is: Predict the product of the given reaction. (1) Given the reactants [OH2:1].C([O:6]C([NH:9][C@@H:10]([CH3:28])[C:11]([NH:13][C@@:14]1([C:25]([OH:27])=[O:26])[CH2:21][C:18]2([CH2:20][CH2:19]2)[C@@H:17]2[C@H:15]1[C@H:16]2[C:22]([OH:24])=[O:23])=[O:12])=O)(C)(C)C.Cl.[OH-].[Na+], predict the reaction product. The product is: [OH2:6].[OH2:1].[NH2:9][C@@H:10]([CH3:28])[C:11]([NH:13][C@@:14]1([C:25]([OH:27])=[O:26])[CH2:21][C:18]2([CH2:19][CH2:20]2)[C@@H:17]2[C@H:15]1[C@H:16]2[C:22]([OH:24])=[O:23])=[O:12]. (2) Given the reactants [CH:1]([NH:4][C:5]([N:7]1[CH2:12][CH2:11][CH:10]([CH2:13][CH2:14][O:15][C:16]2[CH:17]=[C:18]([CH:24]=[CH:25][CH:26]=2)[C:19]([O:21]CC)=[O:20])[CH2:9][CH2:8]1)=[O:6])([CH3:3])[CH3:2].[OH-].[Na+], predict the reaction product. The product is: [CH:1]([NH:4][C:5]([N:7]1[CH2:12][CH2:11][CH:10]([CH2:13][CH2:14][O:15][C:16]2[CH:17]=[C:18]([CH:24]=[CH:25][CH:26]=2)[C:19]([OH:21])=[O:20])[CH2:9][CH2:8]1)=[O:6])([CH3:3])[CH3:2]. (3) Given the reactants [Br:1][C:2]1[CH:3]=[N:4][NH:5][CH:6]=1.C(=O)([O-])[O-].[Cs+].[Cs+].CS(O[CH2:18][CH2:19][C@@H:20]([NH:29][C:30]([O:32][C:33]([CH3:36])([CH3:35])[CH3:34])=[O:31])[CH2:21][C:22]1[CH:27]=[CH:26][C:25]([Cl:28])=[CH:24][CH:23]=1)(=O)=O, predict the reaction product. The product is: [Br:1][C:2]1[CH:3]=[N:4][N:5]([CH2:18][CH2:19][C@@H:20]([NH:29][C:30](=[O:31])[O:32][C:33]([CH3:36])([CH3:35])[CH3:34])[CH2:21][C:22]2[CH:27]=[CH:26][C:25]([Cl:28])=[CH:24][CH:23]=2)[CH:6]=1. (4) Given the reactants C(O[C:6]([N:8]1[CH2:13][CH2:12][CH:11]([C:14]2[C:23]3[C:18](=[CH:19][C:20]([O:24][CH2:25][CH2:26][CH2:27][C:28]4[NH:32][N:31]=[N:30][N:29]=4)=[CH:21][CH:22]=3)[N:17]=[CH:16][N:15]=2)[CH2:10][CH2:9]1)=[O:7])(C)(C)C.C(O)(C(F)(F)F)=O.C1(OC)C=CC=CC=1.[N+](C1C=CC(OC(=O)[NH:59][C:60]2[CH:65]=[CH:64][C:63]([O:66][CH:67]([CH3:69])[CH3:68])=[CH:62][CH:61]=2)=CC=1)([O-])=O, predict the reaction product. The product is: [CH:67]([O:66][C:63]1[CH:64]=[CH:65][C:60]([NH:59][C:6]([N:8]2[CH2:9][CH2:10][CH:11]([C:14]3[C:23]4[C:18](=[CH:19][C:20]([O:24][CH2:25][CH2:26][CH2:27][C:28]5[NH:32][N:31]=[N:30][N:29]=5)=[CH:21][CH:22]=4)[N:17]=[CH:16][N:15]=3)[CH2:12][CH2:13]2)=[O:7])=[CH:61][CH:62]=1)([CH3:69])[CH3:68]. (5) Given the reactants [Br:1][C:2]1[CH:3]=[C:4]2[C:9](=[CH:10][CH:11]=1)[O:8][C:7]([CH2:13][CH2:14][OH:15])([CH3:12])[CH2:6][C:5]2=[O:16].[Si:17](Cl)([C:20]([CH3:23])([CH3:22])[CH3:21])([CH3:19])[CH3:18].N1C=CN=C1, predict the reaction product. The product is: [Br:1][C:2]1[CH:3]=[C:4]2[C:9](=[CH:10][CH:11]=1)[O:8][C:7]([CH2:13][CH2:14][O:15][Si:17]([C:20]([CH3:23])([CH3:22])[CH3:21])([CH3:19])[CH3:18])([CH3:12])[CH2:6][C:5]2=[O:16]. (6) Given the reactants FC(F)(F)C(O)=O.[O:8]1[C:12]2[CH:13]=[CH:14][CH:15]=[CH:16][C:11]=2[CH:10]=[C:9]1[C:17]([NH:19][C:20]1[S:21][CH:22]=[C:23]([C:32]2[N:36]([CH3:37])[N:35]=[C:34]([C:38]([F:41])([F:40])[F:39])[CH:33]=2)[C:24]=1[C:25]([O:27]C(C)(C)C)=[O:26])=[O:18], predict the reaction product. The product is: [O:8]1[C:12]2[CH:13]=[CH:14][CH:15]=[CH:16][C:11]=2[CH:10]=[C:9]1[C:17]([NH:19][C:20]1[S:21][CH:22]=[C:23]([C:32]2[N:36]([CH3:37])[N:35]=[C:34]([C:38]([F:39])([F:40])[F:41])[CH:33]=2)[C:24]=1[C:25]([OH:27])=[O:26])=[O:18].